Task: Predict the reaction yield, written as a fraction of the theoretical maximum amount of product (1.0 means a 100% yield; for example, 0.34 means a 34% yield).. Dataset: Reaction yield outcomes from USPTO patents with 853,638 reactions (1) No catalyst specified. The reactants are [F:1][C:2]1[CH:7]=[CH:6][C:5]([OH:8])=[CH:4][CH:3]=1.F[C:10]1[CH:15]=[CH:14][CH:13]=[CH:12][C:11]=1[N+:16]([O-:18])=[O:17].[F:19][C:20]1[CH:33]=[CH:32][C:23]([O:24][C:25]2[CH:31]=[CH:30][CH:29]=[CH:28][C:26]=2[NH2:27])=[CH:22][CH:21]=1.[NH2:34][C:35]1[S:36][CH:37]=[CH:38][N:39]=1. The product is [F:1][C:2]1[CH:7]=[CH:6][C:5]([O:8][C:10]2[CH:15]=[CH:14][CH:13]=[CH:12][C:11]=2[N+:16]([O-:18])=[O:17])=[CH:4][CH:3]=1.[F:19][C:20]1[CH:33]=[CH:32][C:23]([O:24][C:25]2[CH:31]=[CH:30][CH:29]=[CH:28][C:26]=2[NH:27][C:5]([NH:34][C:35]2[S:36][CH:37]=[CH:38][N:39]=2)=[O:8])=[CH:22][CH:21]=1. The yield is 0.750. (2) The reactants are CS(O[C@@H:6]1[C@@H:11]([CH3:12])[CH2:10][N:9]([C:13]2[CH:18]=[CH:17][N:16]=[CH:15][C:14]=2[NH:19]C(OC(C)(C)C)=O)[CH2:8][C@H:7]1[NH:27][C:28]([O:30][C:31]([CH3:34])([CH3:33])[CH3:32])=[O:29])(=O)=O.[NH:35]1[CH:39]=[N:38][CH:37]=[N:36]1.C([O-])([O-])=O.[Cs+].[Cs+]. The catalyst is CN(C=O)C. The product is [NH2:19][C:14]1[CH:15]=[N:16][CH:17]=[CH:18][C:13]=1[N:9]1[CH2:10][C@H:11]([CH3:12])[C@H:6]([N:35]2[CH:39]=[N:38][CH:37]=[N:36]2)[C@H:7]([NH:27][C:28](=[O:29])[O:30][C:31]([CH3:32])([CH3:33])[CH3:34])[CH2:8]1. The yield is 0.0800.